From a dataset of Retrosynthesis with 50K atom-mapped reactions and 10 reaction types from USPTO. Predict the reactants needed to synthesize the given product. (1) Given the product Cc1ccc([N+](=O)[O-])cc1S(=O)(=O)N1CCOCC1, predict the reactants needed to synthesize it. The reactants are: C1COCCN1.Cc1ccc([N+](=O)[O-])cc1S(=O)(=O)Cl. (2) Given the product CC(O)CC(O)c1cccc(C(=O)C(C(=O)c2cccc(F)c2)=C2Nc3ccccc3N2)c1, predict the reactants needed to synthesize it. The reactants are: CC(=O)CC(O)c1cccc(C(=O)C(C(=O)c2cccc(F)c2)=C2Nc3ccccc3N2)c1. (3) The reactants are: CC(=O)Cl.Cn1cccc1C=O. Given the product CC(=O)c1cc(C=O)n(C)c1, predict the reactants needed to synthesize it. (4) Given the product COC(=O)c1nc(C(F)(F)F)n2c1[C@@H](C)N(C(=O)CC(N)Cc1cc(F)c(F)cc1F)CC2, predict the reactants needed to synthesize it. The reactants are: COC(=O)c1nc(C(F)(F)F)n2c1[C@@H](C)N(C(=O)CC(Cc1cc(F)c(F)cc1F)NC(=O)OC(C)(C)C)CC2. (5) Given the product Cc1cc(C)n(-c2nc(Nc3ccccc3)c3ncn(C)c3n2)n1, predict the reactants needed to synthesize it. The reactants are: CC(=O)CC(C)=O.Cn1cnc2c(Nc3ccccc3)nc(NN)nc21. (6) Given the product O=C1c2ccccc2C(=O)N1CCCCCCSc1cccc2nccn12, predict the reactants needed to synthesize it. The reactants are: O=C1c2ccccc2C(=O)N1CCCCCCBr.Sc1cccc2nccn12. (7) Given the product CNCCn1c(=O)oc2cccnc21, predict the reactants needed to synthesize it. The reactants are: CN(CCn1c(=O)oc2cccnc21)Cc1ccccc1. (8) Given the product COc1cc(C(=O)O)ccc1NC(=O)[C@@H]1N[C@@H](CC(C)(C)C)[C@@]2(C(=O)Nc3cc(Cl)ccc32)[C@H]1c1cccc(Cl)c1, predict the reactants needed to synthesize it. The reactants are: COC(=O)c1ccc(NC(=O)[C@@H]2N[C@@H](CC(C)(C)C)[C@@]3(C(=O)Nc4cc(Cl)ccc43)[C@H]2c2cccc(Cl)c2)c(OC)c1. (9) Given the product C#Cc1ccc(OC2CCCCO2)cc1, predict the reactants needed to synthesize it. The reactants are: C[Si](C)(C)C#Cc1ccc(OC2CCCCO2)cc1. (10) Given the product CCOC(=O)CC(NC(=O)C(CC)c1ccccc1)c1cccc([N+](=O)[O-])c1, predict the reactants needed to synthesize it. The reactants are: CCC(C(=O)Cl)c1ccccc1.CCOC(=O)CC(N)c1cccc([N+](=O)[O-])c1.